From a dataset of Peptide-MHC class I binding affinity with 185,985 pairs from IEDB/IMGT. Regression. Given a peptide amino acid sequence and an MHC pseudo amino acid sequence, predict their binding affinity value. This is MHC class I binding data. (1) The peptide sequence is LVSAGIRKV. The MHC is HLA-A68:02 with pseudo-sequence HLA-A68:02. The binding affinity (normalized) is 0. (2) The peptide sequence is SPVSRSHSF. The MHC is HLA-A24:03 with pseudo-sequence HLA-A24:03. The binding affinity (normalized) is 0.0847. (3) The peptide sequence is LSSIGIPAY. The MHC is HLA-B40:01 with pseudo-sequence HLA-B40:01. The binding affinity (normalized) is 0.0847. (4) The binding affinity (normalized) is 0. The MHC is HLA-A02:01 with pseudo-sequence HLA-A02:01. The peptide sequence is NTLIQYRQQL. (5) The peptide sequence is RIIYIIRFL. The MHC is BoLA-HD6 with pseudo-sequence BoLA-HD6. The binding affinity (normalized) is 0.647. (6) The peptide sequence is RADEEQQQA. The MHC is HLA-A02:02 with pseudo-sequence HLA-A02:02. The binding affinity (normalized) is 0. (7) The peptide sequence is QAFEAGVDF. The MHC is HLA-A24:02 with pseudo-sequence HLA-A24:02. The binding affinity (normalized) is 0.0491.